Task: Predict the reaction yield, written as a fraction of the theoretical maximum amount of product (1.0 means a 100% yield; for example, 0.34 means a 34% yield).. Dataset: Reaction yield outcomes from USPTO patents with 853,638 reactions (1) The catalyst is ClCCl. The reactants are [Br:1][C:2]1[CH:3]=[C:4]([Cl:20])[C:5]2[O:9][C:8]([CH2:10][CH2:11][NH:12][CH2:13][CH:14]([O:17][CH3:18])[O:15][CH3:16])=[CH:7][C:6]=2[CH:19]=1.C(N(C(C)C)CC)(C)C.Cl[C:31]([O:33][CH2:34][CH3:35])=[O:32].O. The product is [Br:1][C:2]1[CH:3]=[C:4]([Cl:20])[C:5]2[O:9][C:8]([CH2:10][CH2:11][N:12]([CH2:13][CH:14]([O:15][CH3:16])[O:17][CH3:18])[C:31](=[O:32])[O:33][CH2:34][CH3:35])=[CH:7][C:6]=2[CH:19]=1. The yield is 0.890. (2) The reactants are [H-].[Na+].[F:3][C:4]1[CH:9]=[CH:8][C:7]([C:10]2[C:14]([CH2:15][OH:16])=[C:13]([CH3:17])[O:12][N:11]=2)=[CH:6][CH:5]=1.Cl[C:19]1[CH:26]=[CH:25][C:22]([C:23]#[N:24])=[CH:21][N:20]=1.C(O)(=O)CC(CC(O)=O)(C(O)=O)O. The yield is 0.910. The catalyst is C1COCC1.O. The product is [F:3][C:4]1[CH:5]=[CH:6][C:7]([C:10]2[C:14]([CH2:15][O:16][C:19]3[CH:26]=[CH:25][C:22]([C:23]#[N:24])=[CH:21][N:20]=3)=[C:13]([CH3:17])[O:12][N:11]=2)=[CH:8][CH:9]=1. (3) The reactants are [NH2:1][C:2]1[CH:30]=[CH:29][C:5]([O:6][C:7]2[CH:12]=[CH:11][N:10]=[CH:9][C:8]=2[C:13]#[C:14][C:15]2[CH2:20][CH2:19][CH:18]([NH:21][C:22](=[O:28])[O:23][C:24]([CH3:27])([CH3:26])[CH3:25])[CH2:17][CH:16]=2)=[C:4]([F:31])[CH:3]=1.[F:32][C:33]1[CH:38]=[CH:37][C:36]([CH2:39][C:40]([N:42]=[C:43]=[O:44])=[O:41])=[CH:35][CH:34]=1.COC1C=CC(CNC2N=CN=C(OC3C=CC(NC(NC(=O)CC4C=CC(F)=CC=4)=O)=CC=3F)C=2)=CC=1. The catalyst is C(Cl)Cl. The product is [F:31][C:4]1[CH:3]=[C:2]([NH:1][C:43]([NH:42][C:40](=[O:41])[CH2:39][C:36]2[CH:37]=[CH:38][C:33]([F:32])=[CH:34][CH:35]=2)=[O:44])[CH:30]=[CH:29][C:5]=1[O:6][C:7]1[CH:12]=[CH:11][N:10]=[CH:9][C:8]=1[C:13]#[C:14][C:15]1[CH2:20][CH2:19][CH:18]([NH:21][C:22](=[O:28])[O:23][C:24]([CH3:25])([CH3:26])[CH3:27])[CH2:17][CH:16]=1. The yield is 0.690. (4) The reactants are F[C:2]1[CH:3]=[C:4]([CH:17]=[CH:18][C:19]=1[N+:20]([O-:22])=[O:21])[CH2:5][O:6][Si:7]([CH:14]([CH3:16])[CH3:15])([CH:11]([CH3:13])[CH3:12])[CH:8]([CH3:10])[CH3:9].[N+](C1C=NC=CC=1[NH:32][C@@H:33]1[CH2:38][CH2:37][C@H:36]([C:39]([O:41][CH3:42])=[O:40])[CH2:35][CH2:34]1)([O-])=O. No catalyst specified. The product is [N+:20]([C:19]1[CH:18]=[CH:17][C:4]([CH2:5][O:6][Si:7]([CH:14]([CH3:16])[CH3:15])([CH:11]([CH3:13])[CH3:12])[CH:8]([CH3:10])[CH3:9])=[CH:3][C:2]=1[NH:32][C@@H:33]1[CH2:34][CH2:35][C@H:36]([C:39]([O:41][CH3:42])=[O:40])[CH2:37][CH2:38]1)([O-:22])=[O:21]. The yield is 0.392. (5) The reactants are [CH2:1]([O:5][C:6]([N:8]1[CH2:12][C@H:11]([S:13][CH2:14][C:15]2[CH:20]=[CH:19][C:18]([O:21][CH3:22])=[CH:17][CH:16]=2)[CH2:10][C@H:9]1[CH2:23][CH2:24][CH2:25]OS(C)(=O)=O)=[O:7])[CH2:2][CH2:3][CH3:4].[NH:31]1[CH:35]=[CH:34][CH:33]=[CH:32]1.[Na+].[I-].[H-].[Na+].[NH4+].[Cl-]. The catalyst is CN(C=O)C. The product is [CH2:1]([O:5][C:6]([N:8]1[CH2:12][C@H:11]([S:13][CH2:14][C:15]2[CH:16]=[CH:17][C:18]([O:21][CH3:22])=[CH:19][CH:20]=2)[CH2:10][C@H:9]1[CH2:23][CH2:24][CH2:25][N:31]1[CH:35]=[CH:34][CH:33]=[CH:32]1)=[O:7])[CH2:2][CH2:3][CH3:4]. The yield is 0.680. (6) The reactants are [NH2:1][CH:2]1[CH2:11][C:10]2[C:9]([C:12]([NH2:14])=[O:13])=[CH:8][CH:7]=[C:6]([F:15])[C:5]=2[O:4][CH2:3]1.[F:16][C:17]1[CH:18]=[C:19]2[C:23](=[CH:24][CH:25]=1)[NH:22][CH:21]=[C:20]2[CH2:26][CH2:27][CH2:28][C:29](=O)[CH3:30].C(O)(=O)C.C(O[BH-](OC(=O)C)OC(=O)C)(=O)C.[Na+]. The catalyst is ClCCCl.C(Cl)Cl.CO. The product is [F:15][C:6]1[C:5]2[O:4][CH2:3][CH:2]([NH:1][CH:29]([CH3:30])[CH2:28][CH2:27][CH2:26][C:20]3[C:19]4[C:23](=[CH:24][CH:25]=[C:17]([F:16])[CH:18]=4)[NH:22][CH:21]=3)[CH2:11][C:10]=2[C:9]([C:12]([NH2:14])=[O:13])=[CH:8][CH:7]=1. The yield is 0.750.